This data is from Catalyst prediction with 721,799 reactions and 888 catalyst types from USPTO. The task is: Predict which catalyst facilitates the given reaction. (1) Reactant: [Cl:1][C:2]1[CH:7]=[C:6]([N+:8]([O-:10])=[O:9])[C:5](F)=[CH:4][C:3]=1[Cl:12].[F:13][C:14]([F:24])([F:23])[CH2:15][CH2:16][N:17]1[CH2:22][CH2:21][NH:20][CH2:19][CH2:18]1.CCN(CC)CC. Product: [Cl:1][C:2]1[C:3]([Cl:12])=[CH:4][C:5]([N:20]2[CH2:19][CH2:18][N:17]([CH2:16][CH2:15][C:14]([F:23])([F:24])[F:13])[CH2:22][CH2:21]2)=[C:6]([N+:8]([O-:10])=[O:9])[CH:7]=1. The catalyst class is: 2. (2) Reactant: S(Cl)([Cl:4])(=O)=O.[Cl:6][C:7]1[CH:22]=[CH:21][C:10]([O:11][C:12]2[CH:17]=[CH:16][C:15]([C:18](=[O:20])[CH3:19])=[CH:14][CH:13]=2)=[CH:9][CH:8]=1.[OH-].[Na+]. Product: [Cl:4][CH2:19][C:18]([C:15]1[CH:16]=[CH:17][C:12]([O:11][C:10]2[CH:21]=[CH:22][C:7]([Cl:6])=[CH:8][CH:9]=2)=[CH:13][CH:14]=1)=[O:20]. The catalyst class is: 61. (3) Reactant: [CH3:1][O:2][C:3]([NH:5][C@@H:6]([CH:64]([CH3:66])[CH3:65])[C:7]([N:9]1[CH2:13][CH2:12][CH2:11][C@H:10]1[C:14]1[NH:15][C:16]([C:19]2[CH:24]=[CH:23][C:22]([C:25]([C:54]3[CH:59]=[CH:58][C:57]([C:60]([F:63])([F:62])[F:61])=[CH:56][CH:55]=3)=[CH:26][C:27]3[CH:32]=[CH:31][C:30]([C:33]4[NH:37][C:36]([C@@H:38]5[CH2:42][CH2:41][CH2:40][N:39]5[C:43](=[O:53])[C@@H:44]([NH:48][C:49](=[O:52])[O:50][CH3:51])[CH:45]([CH3:47])[CH3:46])=[N:35][CH:34]=4)=[CH:29][CH:28]=3)=[CH:21][CH:20]=2)=[CH:17][N:18]=1)=[O:8])=[O:4]. Product: [CH3:1][O:2][C:3]([NH:5][C@@H:6]([CH:64]([CH3:66])[CH3:65])[C:7]([N:9]1[CH2:13][CH2:12][CH2:11][C@H:10]1[C:14]1[NH:15][C:16]([C:19]2[CH:20]=[CH:21][C:22]([CH:25]([C:54]3[CH:55]=[CH:56][C:57]([C:60]([F:61])([F:63])[F:62])=[CH:58][CH:59]=3)[CH2:26][C:27]3[CH:28]=[CH:29][C:30]([C:33]4[NH:37][C:36]([C@@H:38]5[CH2:42][CH2:41][CH2:40][N:39]5[C:43](=[O:53])[C@@H:44]([NH:48][C:49](=[O:52])[O:50][CH3:51])[CH:45]([CH3:47])[CH3:46])=[N:35][CH:34]=4)=[CH:31][CH:32]=3)=[CH:23][CH:24]=2)=[CH:17][N:18]=1)=[O:8])=[O:4]. The catalyst class is: 19. (4) Reactant: [O:1]([CH2:8][C:9]1[CH:18]=[C:12]2[C:13](=[O:17])[NH:14][CH2:15][CH2:16][N:11]2[N:10]=1)[C:2]1[CH:7]=[CH:6][CH:5]=[CH:4][CH:3]=1.Br[C:20]1[CH:25]=[CH:24][C:23]([F:26])=[CH:22][C:21]=1[F:27].CNCCNC.C([O-])([O-])=O.[K+].[K+]. Product: [F:26][C:23]1[CH:22]=[C:21]([F:27])[CH:20]=[CH:25][C:24]=1[N:14]1[CH2:15][CH2:16][N:11]2[N:10]=[C:9]([CH2:8][O:1][C:2]3[CH:3]=[CH:4][CH:5]=[CH:6][CH:7]=3)[CH:18]=[C:12]2[C:13]1=[O:17]. The catalyst class is: 432. (5) Reactant: [CH3:1][C:2]1([CH3:24])[CH2:10][C:9]2[NH:8][N:7]=[C:6]([C:11]3[NH:12][C:13]4[C:18]([CH:19]=3)=[CH:17][CH:16]=[C:15]([C:20]([O:22][CH3:23])=[O:21])[CH:14]=4)[C:5]=2[CH2:4][CH2:3]1.[H-].[Na+].[CH3:27][Si:28]([CH3:35])([CH3:34])[CH2:29][CH2:30][O:31][CH2:32]Cl.[C:36]([O:39][CH2:40]C)(=O)[CH3:37]. Product: [CH3:1][C:2]1([CH3:24])[CH2:10][C:9]2[N:8]([CH2:32][O:31][CH2:30][CH2:29][Si:28]([CH3:35])([CH3:34])[CH3:27])[N:7]=[C:6]([C:11]3[N:12]([CH2:40][O:39][CH2:36][CH2:37][Si:28]([CH3:34])([CH3:29])[CH3:27])[C:13]4[C:18]([CH:19]=3)=[CH:17][CH:16]=[C:15]([C:20]([O:22][CH3:23])=[O:21])[CH:14]=4)[C:5]=2[CH2:4][CH2:3]1. The catalyst class is: 35. (6) The catalyst class is: 860. Product: [Br:53][C:49]1[CH:48]=[C:47]([NH:46][C:28]2[C:27]3[C:32](=[CH:33][C:34]([O:35][CH2:36][CH2:37][CH2:38][CH:39]4[CH2:44][CH2:43][N:42]([CH3:45])[CH2:41][CH2:40]4)=[C:25]([NH:24][C:1](=[O:7])[CH:2]=[CH:3][CH:4]=[CH:5][CH3:6])[CH:26]=3)[N:31]=[CH:30][N:29]=2)[CH:52]=[CH:51][CH:50]=1. Reactant: [C:1](O)(=[O:7])/[CH:2]=[CH:3]/[CH:4]=[CH:5]/[CH3:6].ClC(OCC(C)C)=O.CN1CCOCC1.[NH2:24][C:25]1[CH:26]=[C:27]2[C:32](=[CH:33][C:34]=1[O:35][CH2:36][CH2:37][CH2:38][CH:39]1[CH2:44][CH2:43][N:42]([CH3:45])[CH2:41][CH2:40]1)[N:31]=[CH:30][N:29]=[C:28]2[NH:46][C:47]1[CH:52]=[CH:51][CH:50]=[C:49]([Br:53])[CH:48]=1. (7) Reactant: Br[C:2]1[C:6](=[O:7])[O:5][CH2:4][C:3]=1[N:8]1[CH2:12][CH2:11][C:10]2([CH2:17][CH2:16][N:15]([C:18]([O:20][C:21]([CH3:24])([CH3:23])[CH3:22])=[O:19])[CH2:14][CH2:13]2)[C:9]1=[O:25].[B-](F)(F)(F)[CH:27]=[CH2:28].[K+].[O-]P([O-])([O-])=O.[K+].[K+].[K+]. Product: [O:25]=[C:9]1[C:10]2([CH2:17][CH2:16][N:15]([C:18]([O:20][C:21]([CH3:24])([CH3:23])[CH3:22])=[O:19])[CH2:14][CH2:13]2)[CH2:11][CH2:12][N:8]1[C:3]1[CH2:4][O:5][C:6](=[O:7])[C:2]=1[CH:27]=[CH2:28]. The catalyst class is: 450. (8) Reactant: FC(F)(F)C(O)=O.[CH3:8][S:9]([CH:12]=[C:13]([C:18]1[CH:23]=[C:22]([Cl:24])[CH:21]=[C:20]([Cl:25])[CH:19]=1)[C:14]([F:17])([F:16])[F:15])(=[O:11])=[O:10].[CH2:26]([N:33]([CH2:37][Si](C)(C)C)[CH2:34]OC)[C:27]1[CH:32]=[CH:31][CH:30]=[CH:29][CH:28]=1.O. Product: [CH2:26]([N:33]1[CH2:37][CH:12]([S:9]([CH3:8])(=[O:11])=[O:10])[C:13]([C:18]2[CH:23]=[C:22]([Cl:24])[CH:21]=[C:20]([Cl:25])[CH:19]=2)([C:14]([F:17])([F:15])[F:16])[CH2:34]1)[C:27]1[CH:32]=[CH:31][CH:30]=[CH:29][CH:28]=1. The catalyst class is: 11. (9) Reactant: [C:1]([O:4][C@H:5]1[CH2:29][CH2:28][C@@:27]2([CH3:30])[C:7](=[CH:8][CH2:9][C:10]3[C@H:11]4[C@:23]([CH3:31])([CH2:24][CH2:25][C:26]=32)[C@@H:14]([C@H:15]([CH3:22])[CH2:16][CH2:17][CH2:18][CH:19]([CH3:21])[CH3:20])[CH2:13][CH2:12]4)[CH2:6]1)(=[O:3])[CH3:2].B.CSC.[OH2:36].[Na]. Product: [C:1]([O:4][C@H:5]1[CH2:29][CH2:28][C@@:27]2([CH3:30])[C@@H:7]([C@@H:8]([OH:36])[CH2:9][C:10]3[C@H:11]4[C@:23]([CH3:31])([CH2:24][CH2:25][C:26]=32)[C@@H:14]([C@H:15]([CH3:22])[CH2:16][CH2:17][CH2:18][CH:19]([CH3:20])[CH3:21])[CH2:13][CH2:12]4)[CH2:6]1)(=[O:3])[CH3:2]. The catalyst class is: 27. (10) Reactant: [C:1]1([CH3:21])[CH:6]=[CH:5][CH:4]=[C:3]([S:7]([N:10]2[CH2:19][CH2:18][CH2:17][C:16]3[N:15]=[CH:14][C:13]([NH2:20])=[CH:12][C:11]2=3)(=[O:9])=[O:8])[CH:2]=1.C(N(CC)C(C)C)(C)C.[Cl:31][C:32]1[CH:40]=[CH:39][CH:38]=[C:37]([F:41])[C:33]=1[C:34](Cl)=[O:35]. Product: [Cl:31][C:32]1[CH:40]=[CH:39][CH:38]=[C:37]([F:41])[C:33]=1[C:34]([NH:20][C:13]1[CH:14]=[N:15][C:16]2[CH2:17][CH2:18][CH2:19][N:10]([S:7]([C:3]3[CH:2]=[C:1]([CH3:21])[CH:6]=[CH:5][CH:4]=3)(=[O:9])=[O:8])[C:11]=2[CH:12]=1)=[O:35]. The catalyst class is: 54.